Predict the product of the given reaction. From a dataset of Forward reaction prediction with 1.9M reactions from USPTO patents (1976-2016). (1) Given the reactants CS(C)=O.[CH:5]1([NH:11][C:12]2[CH:21]=[C:20]3[C:15]([C:16](=[O:33])[N:17]([CH2:28][CH2:29][CH2:30][CH2:31][OH:32])[C:18](=[O:27])[N:19]3[CH:22]3[CH2:26][CH2:25][CH2:24][CH2:23]3)=[CH:14][C:13]=2[F:34])[CH2:10][CH2:9][CH2:8][CH2:7][CH2:6]1.C(N(CC)CC)C, predict the reaction product. The product is: [CH:5]1([NH:11][C:12]2[CH:21]=[C:20]3[C:15]([C:16](=[O:33])[N:17]([CH2:28][CH2:29][CH2:30][CH:31]=[O:32])[C:18](=[O:27])[N:19]3[CH:22]3[CH2:26][CH2:25][CH2:24][CH2:23]3)=[CH:14][C:13]=2[F:34])[CH2:6][CH2:7][CH2:8][CH2:9][CH2:10]1. (2) Given the reactants [CH3:1][O:2][C:3]1[CH:4]=[C:5]2[C:10](=[CH:11][C:12]=1[O:13][CH3:14])[N:9]=[CH:8][CH:7]=[C:6]2[O:15][C:16]1[C:22]([CH3:23])=[CH:21][C:19]([NH2:20])=[C:18]([CH3:24])[CH:17]=1.Cl[C:26](Cl)([O:28][C:29](=[O:35])OC(Cl)(Cl)Cl)Cl.[N:37]1([CH2:43]CO)[CH2:42][CH2:41][CH2:40][CH2:39][CH2:38]1.C(=O)(O)[O-].[Na+], predict the reaction product. The product is: [CH3:1][O:2][C:3]1[CH:4]=[C:5]2[C:10](=[CH:11][C:12]=1[O:13][CH3:14])[N:9]=[CH:8][CH:7]=[C:6]2[O:15][C:16]1[C:22]([CH3:23])=[CH:21][C:19]([NH:20][C:29](=[O:35])[O:28][CH2:26][CH2:43][N:37]2[CH2:42][CH2:41][CH2:40][CH2:39][CH2:38]2)=[C:18]([CH3:24])[CH:17]=1. (3) The product is: [CH3:38][N:39]([CH3:43])[C:25]1[CH:24]=[CH:23][C:17]2[N:2]([C:30](=[O:33])[CH3:31])[C:21]3[C:20]([S:19][C:18]=2[CH:26]=1)=[CH:12][C:10]([N:6]([CH3:5])[CH3:7])=[CH:11][CH:22]=3. Given the reactants O.[NH2:2]N.C[CH2:5][N:6]([CH:10]([CH3:12])[CH3:11])[CH:7](C)C.O.O.O.[Cl-].[CH3:17][C:18]1[SH+:19][CH:20]=[CH:21][CH:22]=[CH:23][CH:24]=[CH:25][CH:26]=1.O.NN.[C:30]([O:33]C(=O)C)(=O)[CH3:31].C[CH2:38][N:39]([CH:43](C)C)C(C)C, predict the reaction product. (4) Given the reactants F[C:2]1[CH:7]=[CH:6][CH:5]=[CH:4][C:3]=1[S:8]([NH:11][C:12]1[C:21]([C:22]([OH:24])=[O:23])=[C:20]2[C:15]([CH:16]3[CH2:25][CH:17]3[CH2:18][O:19]2)=[CH:14][CH:13]=1)(=[O:10])=[O:9].[CH2:26]([N:28]1[CH2:32][CH2:31][C@H:30]([CH2:33][NH2:34])[CH2:29]1)[CH3:27].C(N(CC)CC)C, predict the reaction product. The product is: [CH2:26]([N:28]1[CH2:32][CH2:31][C@H:30]([CH2:33][NH:34][C:2]2[CH:7]=[CH:6][CH:5]=[CH:4][C:3]=2[S:8]([NH:11][C:12]2[C:21]([C:22]([OH:24])=[O:23])=[C:20]3[C:15]([CH:16]4[CH2:25][CH:17]4[CH2:18][O:19]3)=[CH:14][CH:13]=2)(=[O:10])=[O:9])[CH2:29]1)[CH3:27]. (5) Given the reactants C[O:2][C:3](=[O:33])[C:4]1[CH:9]=[C:8]([Cl:10])[C:7]([O:11][CH3:12])=[CH:6][C:5]=1[O:13][CH2:14][CH2:15][CH2:16][N:17]1[CH2:22][CH2:21][C:20]([C:24]2[CH:29]=[CH:28][C:27]([Cl:30])=[CH:26][CH:25]=2)([OH:23])[C:19]([CH3:32])([CH3:31])[CH2:18]1.[Li+].[OH-], predict the reaction product. The product is: [Cl:10][C:8]1[C:7]([O:11][CH3:12])=[CH:6][C:5]([O:13][CH2:14][CH2:15][CH2:16][N:17]2[CH2:22][CH2:21][C:20]([C:24]3[CH:25]=[CH:26][C:27]([Cl:30])=[CH:28][CH:29]=3)([OH:23])[C:19]([CH3:32])([CH3:31])[CH2:18]2)=[C:4]([CH:9]=1)[C:3]([OH:33])=[O:2]. (6) Given the reactants Br[CH2:2][C:3]([C:5]1[CH:10]=[CH:9][C:8]([F:11])=[CH:7][CH:6]=1)=O.[S-:12][C:13]#[N:14].[Na+].[C:16]([O:20][C:21](=[O:24])[CH2:22][NH2:23])([CH3:19])([CH3:18])[CH3:17], predict the reaction product. The product is: [C:16]([O:20][C:21](=[O:24])[CH2:22][NH:23][C:13]1[S:12][CH:2]=[C:3]([C:5]2[CH:10]=[CH:9][C:8]([F:11])=[CH:7][CH:6]=2)[N:14]=1)([CH3:19])([CH3:18])[CH3:17].